Dataset: Forward reaction prediction with 1.9M reactions from USPTO patents (1976-2016). Task: Predict the product of the given reaction. (1) Given the reactants [N:1]1([C:7]([O:9][C:10]([CH3:13])([CH3:12])[CH3:11])=[O:8])[CH2:6][CH2:5][NH:4][CH2:3][CH2:2]1.Cl[C:15]1[N:20]=[C:19](CC)[CH:18]=[CH:17][N:16]=1.[CH2:23](N(CC)CC)[CH3:24], predict the reaction product. The product is: [CH2:23]([C:18]1[CH:19]=[N:20][C:15]([N:4]2[CH2:5][CH2:6][N:1]([C:7]([O:9][C:10]([CH3:13])([CH3:12])[CH3:11])=[O:8])[CH2:2][CH2:3]2)=[N:16][CH:17]=1)[CH3:24]. (2) Given the reactants [CH2:1]([N:3]([CH2:30][CH3:31])[CH2:4][CH2:5][NH:6][C:7]([C:9]1[C:17]2[CH2:16][CH2:15][CH2:14]/[C:13](=[C:18]3/[C:19](=[O:28])[NH:20][C:21]4[C:26]/3=[CH:25][C:24]([F:27])=[CH:23][CH:22]=4)/[C:12]=2[NH:11][C:10]=1[CH3:29])=[O:8])[CH3:2].C(#N)C.[C:35]([OH:44])(=[O:43])[C@@H:36]([C@H:38]([C:40]([OH:42])=[O:41])[OH:39])[OH:37], predict the reaction product. The product is: [C:40]([C@@H:38]([C@H:36]([C:35]([OH:44])=[O:43])[OH:37])[OH:39])([OH:42])=[O:41].[CH2:30]([N:3]([CH2:1][CH3:2])[CH2:4][CH2:5][NH:6][C:7]([C:9]1[C:17]2[CH2:16][CH2:15][CH2:14]/[C:13](=[C:18]3/[C:19](=[O:28])[NH:20][C:21]4[C:26]/3=[CH:25][C:24]([F:27])=[CH:23][CH:22]=4)/[C:12]=2[NH:11][C:10]=1[CH3:29])=[O:8])[CH3:31]. (3) Given the reactants [NH2:1][C:2]1[N:7]=[C:6]([Cl:8])[C:5]([CH:9]=O)=[C:4](Cl)[N:3]=1.[CH:12]([C@@H:15]1[NH:20][CH2:19][CH2:18][N:17](C(OC(C)(C)C)=O)[CH2:16]1)([CH3:14])[CH3:13].CCN(C(C)C)C(C)C.C(N(CC)CC)C.[CH3:44][NH:45][NH2:46], predict the reaction product. The product is: [ClH:8].[ClH:8].[CH:12]([C@H:15]1[CH2:16][NH:17][CH2:18][CH2:19][N:20]1[C:6]1[N:7]=[C:2]([NH2:1])[N:3]=[C:4]2[N:45]([CH3:44])[N:46]=[CH:9][C:5]=12)([CH3:13])[CH3:14]. (4) Given the reactants [NH:1]1[C:9]2[C:4](=[CH:5][CH:6]=[CH:7][CH:8]=2)[CH2:3][C:2]1=[O:10].[Cl:11][C:12]1[CH:19]=[CH:18][C:15]([CH:16]=O)=[CH:14][CH:13]=1.N1CCCC1, predict the reaction product. The product is: [Cl:11][C:12]1[CH:19]=[CH:18][C:15](/[CH:16]=[C:3]2\[C:2](=[O:10])[NH:1][C:9]3[C:4]\2=[CH:5][CH:6]=[CH:7][CH:8]=3)=[CH:14][CH:13]=1. (5) Given the reactants [CH3:1][O:2][C:3]1[CH:8]=[CH:7][CH:6]=[CH:5][C:4]=1[S:9]([NH:12][C:13]1[CH:14]=[C:15]([CH:28]=[CH:29][CH:30]=1)[C:16]([NH:18][C:19]1[CH:27]=[CH:26][C:22]([C:23]([OH:25])=[O:24])=[CH:21][CH:20]=1)=[O:17])(=[O:11])=[O:10].CO[C:33]1C=CC=C[C:34]=1S(Cl)(=O)=O, predict the reaction product. The product is: [CH2:33]([O:24][C:23](=[O:25])[C:22]1[CH:21]=[CH:20][C:19]([NH:18][C:16](=[O:17])[C:15]2[CH:28]=[CH:29][CH:30]=[C:13]([NH:12][S:9]([C:4]3[CH:5]=[CH:6][CH:7]=[CH:8][C:3]=3[O:2][CH3:1])(=[O:11])=[O:10])[CH:14]=2)=[CH:27][CH:26]=1)[CH3:34]. (6) Given the reactants Cl[C:2]1[CH:19]=[C:18](F)[C:17]([N+:21]([O-:23])=[O:22])=[CH:16][C:3]=1[C:4]([NH:6][C:7]1[CH:8]=[C:9]2[C:13](=[CH:14][CH:15]=1)[NH:12][N:11]=[CH:10]2)=[O:5].[NH4+].[OH-].[NH2:26]C1C=C(F)C([N+]([O-])=O)=CC=1C(NC1C=C2C(C=NN2)=CC=1)=O.[CH3:49][N:50]1[CH2:55][CH2:54][NH:53][CH2:52][CH2:51]1, predict the reaction product. The product is: [NH2:26][C:18]1[C:17]([N+:21]([O-:23])=[O:22])=[CH:16][C:3]([C:4]([NH:6][C:7]2[CH:8]=[C:9]3[C:13](=[CH:14][CH:15]=2)[NH:12][N:11]=[CH:10]3)=[O:5])=[C:2]([N:53]2[CH2:54][CH2:55][N:50]([CH3:49])[CH2:51][CH2:52]2)[CH:19]=1. (7) Given the reactants C[As]([NH:4][C@@H:5]([CH2:9][CH2:10][C:11]([NH:13][C@H:14]([C:17]([NH:19][CH2:20][C:21]([OH:23])=[O:22])=[O:18])[CH2:15][SH:16])=[O:12])[C:6]([OH:8])=[O:7])C.[CH3:24][As:25](N(SSN([As](C)C)[C@H](C(O)=O)CCC(=O)N)[C@H](C(O)=O)CCC(=O)N)[CH3:26].C[As]([As](C)C)C, predict the reaction product. The product is: [CH3:24][As:25]([CH3:26])[S:16][CH2:15][C@@H:14]([C:17]([NH:19][CH2:20][C:21]([OH:23])=[O:22])=[O:18])[NH:13][C:11](=[O:12])[CH2:10][CH2:9][C@@H:5]([C:6]([OH:8])=[O:7])[NH2:4]. (8) Given the reactants [H-].[H-].[H-].[H-].[Li+].[Al+3].[CH:7]1([C:12]([NH:14][C:15]2[N:16]=[C:17]([C:23](OCC)=[O:24])[N:18]([CH2:20][O:21][CH3:22])[CH:19]=2)=[O:13])[CH2:11][CH2:10][CH2:9][CH2:8]1, predict the reaction product. The product is: [CH:23]([C:17]1[N:18]([CH2:20][O:21][CH3:22])[CH:19]=[C:15]([NH:14][C:12]([CH:7]2[CH2:8][CH2:9][CH2:10][CH2:11]2)=[O:13])[N:16]=1)=[O:24]. (9) Given the reactants [CH3:1][NH:2][CH2:3][CH2:4][C:5]1[CH:14]=[CH:13][C:10]([O:11][CH3:12])=[C:7]([O:8][CH3:9])[CH:6]=1.[CH:15]1([C:20]2[C:24]3[N:25]=[C:26]([C:30]4[CH:31]=[C:32]([S:39](Cl)(=[O:41])=[O:40])[CH:33]=[CH:34][C:35]=4[O:36][CH2:37][CH3:38])[NH:27][C:28](=[O:29])[C:23]=3[O:22][N:21]=2)[CH2:19][CH2:18][CH2:17][CH2:16]1, predict the reaction product. The product is: [CH:15]1([C:20]2[C:24]3[N:25]=[C:26]([C:30]4[CH:31]=[C:32]([S:39]([N:2]([CH2:3][CH2:4][C:5]5[CH:14]=[CH:13][C:10]([O:11][CH3:12])=[C:7]([O:8][CH3:9])[CH:6]=5)[CH3:1])(=[O:40])=[O:41])[CH:33]=[CH:34][C:35]=4[O:36][CH2:37][CH3:38])[NH:27][C:28](=[O:29])[C:23]=3[O:22][N:21]=2)[CH2:16][CH2:17][CH2:18][CH2:19]1.